Dataset: Reaction yield outcomes from USPTO patents with 853,638 reactions. Task: Predict the reaction yield, written as a fraction of the theoretical maximum amount of product (1.0 means a 100% yield; for example, 0.34 means a 34% yield). (1) The reactants are O.[NH2:2][NH2:3].[F:4][C:5]1[CH:24]=[CH:23][C:8](/[CH:9]=[C:10]2\[O:11][C:12](=O)[C:13]3[C:18]\2=[C:17]([N+:19]([O-:21])=[O:20])[CH:16]=[CH:15][CH:14]=3)=[CH:7][C:6]=1[C:25]([N:27]1[CH2:32][CH2:31][CH:30]([O:33][CH3:34])[CH2:29][CH2:28]1)=[O:26].CN(C)C=O. The catalyst is O. The product is [F:4][C:5]1[CH:24]=[CH:23][C:8]([CH2:9][C:10]2[C:18]3[C:13](=[CH:14][CH:15]=[CH:16][C:17]=3[N+:19]([O-:21])=[O:20])[C:12](=[O:11])[NH:3][N:2]=2)=[CH:7][C:6]=1[C:25]([N:27]1[CH2:32][CH2:31][CH:30]([O:33][CH3:34])[CH2:29][CH2:28]1)=[O:26]. The yield is 0.770. (2) The reactants are [Cl:1][C:2]1[CH:7]=[CH:6][CH:5]=[C:4]([Cl:8])[C:3]=1[C:9]1[C:14]2[O:15][C@@H:16]([CH2:19][OH:20])[CH2:17][O:18][C:13]=2[CH:12]=[CH:11][CH:10]=1.[C:21]1([CH3:31])[CH:26]=[CH:25][C:24]([S:27](Cl)(=[O:29])=[O:28])=[CH:23][CH:22]=1.C(N(C(C)C)CC)(C)C. The catalyst is C(Cl)Cl.CN(C1C=CN=CC=1)C. The product is [Cl:8][C:4]1[CH:5]=[CH:6][CH:7]=[C:2]([Cl:1])[C:3]=1[C:9]1[C:14]2[O:15][C@@H:16]([CH2:19][O:20][S:27]([C:24]3[CH:25]=[CH:26][C:21]([CH3:31])=[CH:22][CH:23]=3)(=[O:29])=[O:28])[CH2:17][O:18][C:13]=2[CH:12]=[CH:11][CH:10]=1. The yield is 0.880. (3) The reactants are [Cl:1][C:2]1[CH:3]=[C:4]2[C:9](=[CH:10][CH:11]=1)[CH:8]=[C:7]([S:12]([CH2:15][CH2:16][C:17]([N:19]1[CH2:24][CH2:23][CH:22]([NH:25][CH2:26][C:27]3[N:31]([C:32](C4C=CC=CC=4)(C4C=CC=CC=4)C4C=CC=CC=4)[CH:30]=[N:29][C:28]=3[CH3:51])[CH2:21][CH2:20]1)=[O:18])(=[O:14])=[O:13])[CH:6]=[CH:5]2.C(=O)([O-])[O-:53].[K+].[K+]. The catalyst is Cl. The product is [Cl:1][C:2]1[CH:11]=[C:10]2[C:9](=[CH:4][CH:3]=1)[CH:8]=[C:7]([S:12]([CH2:15][CH2:16][C:17]([N:19]1[CH2:24][CH2:23][CH:22]([N:25]3[CH2:26][C:27]4=[C:28]([CH3:51])[N:29]=[CH:30][N:31]4[C:32]3=[O:53])[CH2:21][CH2:20]1)=[O:18])(=[O:13])=[O:14])[CH:6]=[CH:5]2. The yield is 0.0700. (4) The reactants are [OH:1][C:2]1[C:3]([O:13][CH3:14])=[C:4]([NH:8][S:9]([CH3:12])(=[O:11])=[O:10])[CH:5]=[CH:6][CH:7]=1.F[C:16]1[CH:21]=[CH:20][C:19]([F:22])=[CH:18][C:17]=1[N+:23]([O-:25])=[O:24].[NH2:26][C:27]1[CH:46]=[C:45]([F:47])[CH:44]=[CH:43][C:28]=1[O:29][C:30]1[C:31]([O:41][CH3:42])=[C:32]([NH:36][S:37]([CH3:40])(=[O:39])=[O:38])[CH:33]=[CH:34][CH:35]=1.[NH2:48][C:49]1[S:50][CH:51]=[CH:52][N:53]=1. No catalyst specified. The product is [F:22][C:19]1[CH:20]=[CH:21][C:16]([O:1][C:2]2[C:3]([O:13][CH3:14])=[C:4]([NH:8][S:9]([CH3:12])(=[O:11])=[O:10])[CH:5]=[CH:6][CH:7]=2)=[C:17]([N+:23]([O-:25])=[O:24])[CH:18]=1.[F:47][C:45]1[CH:44]=[CH:43][C:28]([O:29][C:30]2[C:31]([O:41][CH3:42])=[C:32]([NH:36][S:37]([CH3:40])(=[O:38])=[O:39])[CH:33]=[CH:34][CH:35]=2)=[C:27]([NH:26][C:2]([NH:48][C:49]2[S:50][CH:51]=[CH:52][N:53]=2)=[O:1])[CH:46]=1. The yield is 0.480. (5) The reactants are [F:1][C:2]([F:16])([C:9]1[CH:14]=[CH:13][C:12]([F:15])=[CH:11][CH:10]=1)[CH2:3][CH2:4][S:5]C(=O)C.[OH-].[Na+]. The catalyst is CCO. The product is [F:16][C:2]([F:1])([C:9]1[CH:14]=[CH:13][C:12]([F:15])=[CH:11][CH:10]=1)[CH2:3][CH2:4][SH:5]. The yield is 0.920. (6) The reactants are [Cl:1][C:2]1[CH:7]=[CH:6][C:5]([N:8]2[CH:13]=[CH:12][C:11](=[O:14])[C:10]([C:15](=O)[CH:16]=[CH:17][N:18](C)C)=[N:9]2)=[CH:4][CH:3]=1.[C:22]1([NH:28]N)[CH:27]=[CH:26][CH:25]=[CH:24][CH:23]=1. The catalyst is CO. The product is [Cl:1][C:2]1[CH:3]=[CH:4][C:5]([N:8]2[CH:13]=[CH:12][C:11](=[O:14])[C:10]([C:15]3[N:28]([C:22]4[CH:27]=[CH:26][CH:25]=[CH:24][CH:23]=4)[N:18]=[CH:17][CH:16]=3)=[N:9]2)=[CH:6][CH:7]=1. The yield is 0.0800. (7) The reactants are Cl[C:2]1[N:7]=[CH:6][N:5]=[C:4]([NH2:8])[C:3]=1[CH:9]([CH3:11])[CH3:10].FC(F)(F)C(O)=O.[N:19]1([CH2:23][CH2:24][N:25]2[CH:29]=[C:28]([C:30]3[CH:35]=[CH:34][C:33]([F:36])=[C:32]([C:37]([F:40])([F:39])[F:38])[CH:31]=3)[N:27]=[C:26]2[CH:41]2[CH2:46][CH2:45][NH:44][CH2:43][CH2:42]2)[CH2:22][CH2:21][CH2:20]1.C([O-])([O-])=O.[Cs+].[Cs+]. The catalyst is CS(C)=O. The product is [N:19]1([CH2:23][CH2:24][N:25]2[CH:29]=[C:28]([C:30]3[CH:35]=[CH:34][C:33]([F:36])=[C:32]([C:37]([F:40])([F:38])[F:39])[CH:31]=3)[N:27]=[C:26]2[CH:41]2[CH2:42][CH2:43][N:44]([C:2]3[N:7]=[CH:6][N:5]=[C:4]([NH2:8])[C:3]=3[CH:9]([CH3:11])[CH3:10])[CH2:45][CH2:46]2)[CH2:20][CH2:21][CH2:22]1. The yield is 0.277. (8) The reactants are C(O[C:6]([N:8](C)[C:9]1[N:14]=[C:13]([CH2:15][CH2:16][O:17][C:18]2[CH:40]=[CH:39][C:21]([CH2:22][C@@H:23]([C:35]([O:37][CH3:38])=[O:36])[NH:24][C:25](=[O:34])[C:26]3[C:31]([Cl:32])=[CH:30][CH:29]=[CH:28][C:27]=3[Cl:33])=[CH:20][CH:19]=2)[CH:12]=[CH:11][CH:10]=1)=O)(C)(C)C. The catalyst is C(O)(C(F)(F)F)=O. The product is [Cl:33][C:27]1[CH:28]=[CH:29][CH:30]=[C:31]([Cl:32])[C:26]=1[C:25]([NH:24][C@H:23]([C:35]([O:37][CH3:38])=[O:36])[CH2:22][C:21]1[CH:39]=[CH:40][C:18]([O:17][CH2:16][CH2:15][C:13]2[CH:12]=[CH:11][CH:10]=[C:9]([NH:8][CH3:6])[N:14]=2)=[CH:19][CH:20]=1)=[O:34]. The yield is 0.980.